Dataset: Forward reaction prediction with 1.9M reactions from USPTO patents (1976-2016). Task: Predict the product of the given reaction. (1) The product is: [C:17]([C:2]1[C:6]([CH3:15])([CH2:7][CH2:8][CH2:9][CH2:10][CH2:11][CH2:12][CH2:13][CH3:14])[S:5][C:4](=[O:16])[CH:3]=1)(=[O:20])[CH2:18][CH3:19]. Given the reactants O[C:2]1[C:6]([CH3:15])([CH2:7][CH2:8][CH2:9][CH2:10][CH2:11][CH2:12][CH2:13][CH3:14])[S:5][C:4](=[O:16])[CH:3]=1.[C:17](Cl)(=[O:20])[CH2:18][CH3:19], predict the reaction product. (2) Given the reactants [Cl:1][C:2]1[C:25]([CH3:26])=[CH:24][C:5]([O:6][CH2:7][CH2:8][CH2:9][C:10]2[C:18]3[C:13](=[CH:14][CH:15]=[CH:16][CH:17]=3)[NH:12][C:11]=2[C:19]([O:21][CH2:22][CH3:23])=[O:20])=[CH:4][C:3]=1[CH3:27].Cl[C:29]1C(C)=CC(OCCCC2C3C(=CC=CC=3)N(C)C=2C(O)=O)=CC=1C, predict the reaction product. The product is: [Cl:1][C:2]1[C:3]([CH3:27])=[CH:4][C:5]([O:6][CH2:7][CH2:8][CH2:9][C:10]2[C:18]3[C:13](=[CH:14][CH:15]=[CH:16][CH:17]=3)[N:12]([CH3:29])[C:11]=2[C:19]([O:21][CH2:22][CH3:23])=[O:20])=[CH:24][C:25]=1[CH3:26].